The task is: Predict the reactants needed to synthesize the given product.. This data is from Full USPTO retrosynthesis dataset with 1.9M reactions from patents (1976-2016). (1) Given the product [C:8]([O:7][CH2:6][CH2:5][O:4][CH2:1][CH2:2][CH2:3][Si:21]([Cl:23])([Cl:22])[Cl:20])(=[O:12])[C:9]([CH3:11])=[CH2:10], predict the reactants needed to synthesize it. The reactants are: [CH2:1]([O:4][CH2:5][CH2:6][O:7][C:8](=[O:12])[C:9]([CH3:11])=[CH2:10])[CH:2]=[CH2:3].C1(C)C=CC=CC=1.[Cl:20][SiH:21]([Cl:23])[Cl:22]. (2) The reactants are: C[O:2][C:3]1[C:4]2[C:5]3[N:16]=[CH:15][S:14][C:6]=3[NH:7][C:8](=[O:13])[C:9]=2[CH:10]=[CH:11][CH:12]=1.B(Br)(Br)Br. Given the product [OH:2][C:3]1[C:4]2[C:5]3[N:16]=[CH:15][S:14][C:6]=3[NH:7][C:8](=[O:13])[C:9]=2[CH:10]=[CH:11][CH:12]=1, predict the reactants needed to synthesize it. (3) Given the product [C:25]([O:28][C:29](=[O:30])[NH:22][C:13]1[C@:14]([CH3:21])([C:17]([F:19])([F:18])[F:20])[O:15][CH2:16][C@:11]([C:3]2[CH:4]=[C:5]([N+:8]([O-:10])=[O:9])[CH:6]=[CH:7][C:2]=2[F:1])([CH3:23])[N:12]=1)([CH3:27])([CH3:26])[CH3:24], predict the reactants needed to synthesize it. The reactants are: [F:1][C:2]1[CH:7]=[CH:6][C:5]([N+:8]([O-:10])=[O:9])=[CH:4][C:3]=1[C@:11]1([CH3:23])[CH2:16][O:15][C@@:14]([CH3:21])([C:17]([F:20])([F:19])[F:18])[C:13]([NH2:22])=[N:12]1.[CH3:24][C:25]([O:28][C:29](O[C:29]([O:28][C:25]([CH3:27])([CH3:26])[CH3:24])=[O:30])=[O:30])([CH3:27])[CH3:26].CCN(CC)CC. (4) Given the product [F:16][C:7]1[CH:6]=[C:5]([C@H:3]([NH:2][C:29]([C:24]2[CH:25]=[N:26][C:27]3[C:22]([CH:23]=2)=[CH:21][CH:20]=[C:19]([C:18]([F:33])([F:17])[F:32])[CH:28]=3)=[O:30])[CH3:4])[CH:10]=[CH:9][C:8]=1[NH:11][S:12]([CH3:15])(=[O:14])=[O:13], predict the reactants needed to synthesize it. The reactants are: Cl.[NH2:2][C@@H:3]([C:5]1[CH:10]=[CH:9][C:8]([NH:11][S:12]([CH3:15])(=[O:14])=[O:13])=[C:7]([F:16])[CH:6]=1)[CH3:4].[F:17][C:18]([F:33])([F:32])[C:19]1[CH:28]=[C:27]2[C:22]([CH:23]=[C:24]([C:29](O)=[O:30])[CH:25]=[N:26]2)=[CH:21][CH:20]=1.CN(C(ON1N=NC2C=CC=CC1=2)=[N+](C)C)C.F[P-](F)(F)(F)(F)F.C(N(CC)CC)C. (5) Given the product [CH2:1]([O:4][CH:5]([O:8][CH2:18][CH:17]=[CH2:16])[CH2:6][CH3:7])[CH:2]=[CH2:3], predict the reactants needed to synthesize it. The reactants are: [CH:1](=[O:4])[CH2:2][CH3:3].[CH2:5]([OH:8])[CH:6]=[CH2:7].S([O-])([O-])(=O)=O.[Mg+2].O.[CH3:16][CH2:17][CH2:18]CCC. (6) Given the product [NH2:31][C:29]([C:16]1[CH:17]=[C:18]([C:21]2[CH:25]=[C:24]([CH2:26][N:27]([CH3:28])[C:42](=[O:43])[O:41][CH2:40][CH3:39])[S:23][CH:22]=2)[CH:19]=[C:20]2[C:15]=1[NH:14][CH:13]=[C:12]2[CH:9]1[CH2:10][CH2:11][N:6]([S:3]([CH2:1][CH3:2])(=[O:5])=[O:4])[CH2:7][CH2:8]1)=[O:30], predict the reactants needed to synthesize it. The reactants are: [CH2:1]([S:3]([N:6]1[CH2:11][CH2:10][CH:9]([C:12]2[C:20]3[C:15](=[C:16]([C:29]([NH2:31])=[O:30])[CH:17]=[C:18]([C:21]4[CH:25]=[C:24]([CH2:26][NH:27][CH3:28])[S:23][CH:22]=4)[CH:19]=3)[NH:14][CH:13]=2)[CH2:8][CH2:7]1)(=[O:5])=[O:4])[CH3:2].C(N(CC)CC)C.[CH3:39][CH2:40][O:41][C:42](Cl)=[O:43]. (7) Given the product [CH:24]1([NH:27][C:28]([NH:30][C:31]2[CH:36]=[CH:35][C:34]([C:2]3[N:11]=[CH:10][C:9]4[N:8]([CH2:12][CH:13]5[CH2:17][CH2:16][O:15][CH2:14]5)[C:7](=[O:18])[C:6]5([CH3:23])[CH2:19][O:20][CH2:21][CH2:22][N:5]5[C:4]=4[N:3]=3)=[CH:33][CH:32]=2)=[O:29])[CH2:26][CH2:25]1, predict the reactants needed to synthesize it. The reactants are: Cl[C:2]1[N:11]=[CH:10][C:9]2[N:8]([CH2:12][CH:13]3[CH2:17][CH2:16][O:15][CH2:14]3)[C:7](=[O:18])[C:6]3([CH3:23])[CH2:19][O:20][CH2:21][CH2:22][N:5]3[C:4]=2[N:3]=1.[CH:24]1([NH:27][C:28]([NH:30][C:31]2[CH:36]=[CH:35][C:34](B3OC(C)(C)C(C)(C)O3)=[CH:33][CH:32]=2)=[O:29])[CH2:26][CH2:25]1.CC([O-])(C)C.[Na+].